From a dataset of Cav3 T-type calcium channel HTS with 100,875 compounds. Binary Classification. Given a drug SMILES string, predict its activity (active/inactive) in a high-throughput screening assay against a specified biological target. (1) The drug is n1(nc2c(n1)cc(N)c(c2)C)c1c2c(ccc1)cccc2. The result is 0 (inactive). (2) The molecule is S(=O)(=O)(N1CCCC1)c1ccc(NC(=O)CSc2nc3c(cc2C#N)cccc3)cc1. The result is 0 (inactive). (3) The result is 0 (inactive). The compound is OCc1n(Cc2c(c(cc(c2C)C)C)C)c2c(n1)cccc2. (4) The molecule is S1C(=O)C(Nc2c1cccc2)CC(OC)=O. The result is 0 (inactive). (5) The drug is S(=O)(=O)(N1CCN(CC1)C(=O)c1c2c(nc(c1)c1sccc1)cccc2)C. The result is 0 (inactive).